This data is from Reaction yield outcomes from USPTO patents with 853,638 reactions. The task is: Predict the reaction yield, written as a fraction of the theoretical maximum amount of product (1.0 means a 100% yield; for example, 0.34 means a 34% yield). The reactants are [Br:1][CH2:2][CH2:3][CH2:4][CH2:5][CH2:6][CH2:7][CH2:8][CH2:9][CH2:10][OH:11].C(=O)(O)[O-].[Na+].[Br-].[K+].S(=O)(O)[O-].[Na+]. The catalyst is O.ClCCl. The product is [Br:1][CH2:2][CH2:3][CH2:4][CH2:5][CH2:6][CH2:7][CH2:8][CH2:9][CH:10]=[O:11]. The yield is 0.940.